This data is from Catalyst prediction with 721,799 reactions and 888 catalyst types from USPTO. The task is: Predict which catalyst facilitates the given reaction. (1) Reactant: [F:1][C:2]1[CH:7]=[CH:6][N:5]=[C:4]([C:8]2([NH2:11])[CH2:10][CH2:9]2)[CH:3]=1.C(N(C(C)C)CC)(C)C.[F:21][C:22]1[C:23]2[N:24]([N:40]=[C:41]([C:47]3[CH:52]=[CH:51][C:50]([F:53])=[CH:49][CH:48]=3)[C:42]=2[C:43](=[O:46])[NH:44][CH3:45])[CH:25]=[CH:26][C:27]=1[C:28]1[C:29]([CH3:39])=[N:30][C:31]([O:37][CH3:38])=[C:32]([CH:36]=1)[C:33]([OH:35])=[O:34].CN(C(ON1N=NC2C=CC=NC1=2)=[N+](C)C)C.F[P-](F)(F)(F)(F)F. Product: [C:33]([O-:35])(=[O:34])[CH3:32].[NH4+:5].[F:21][C:22]1[C:23]2[N:24]([N:40]=[C:41]([C:47]3[CH:48]=[CH:49][C:50]([F:53])=[CH:51][CH:52]=3)[C:42]=2[C:43]([NH:44][CH3:45])=[O:46])[CH:25]=[CH:26][C:27]=1[C:28]1[C:29]([CH3:39])=[N:30][C:31]([O:37][CH3:38])=[C:32]([C:33](=[O:34])[NH:11][C:8]2([C:4]3[CH:3]=[C:2]([F:1])[CH:7]=[CH:6][N:5]=3)[CH2:9][CH2:10]2)[CH:36]=1. The catalyst class is: 3. (2) Reactant: [H-].[Na+].[CH3:3][C:4]1[O:8][N:7]=[C:6]([C:9]2[CH:14]=[CH:13][CH:12]=[CH:11][CH:10]=2)[C:5]=1[CH2:15][OH:16].F[C:18]1[CH:23]=[CH:22][CH:21]=[C:20]([CH3:24])[N:19]=1.[Cl-].[Na+]. Product: [CH3:24][C:20]1[CH:21]=[CH:22][CH:23]=[C:18]([O:16][CH2:15][C:5]2[C:6]([C:9]3[CH:14]=[CH:13][CH:12]=[CH:11][CH:10]=3)=[N:7][O:8][C:4]=2[CH3:3])[N:19]=1. The catalyst class is: 1. (3) Reactant: [N:1]1[CH:6]=[CH:5][CH:4]=[C:3]([CH2:7][CH2:8][CH2:9][NH:10]C(=O)OC(C)(C)C)[CH:2]=1.C(O)(C(F)(F)F)=O. Product: [N:1]1[CH:6]=[CH:5][CH:4]=[C:3]([CH2:7][CH2:8][CH2:9][NH2:10])[CH:2]=1. The catalyst class is: 2.